This data is from Forward reaction prediction with 1.9M reactions from USPTO patents (1976-2016). The task is: Predict the product of the given reaction. (1) Given the reactants [C:1]([CH2:4][C:5]1[C:9]([Cl:10])=[C:8]([Cl:11])[S:7][C:6]=1[CH2:12][C:13](O)=[O:14])(O)=[O:2].B.C1COCC1, predict the reaction product. The product is: [Cl:10][C:9]1[C:5]([CH2:4][CH2:1][OH:2])=[C:6]([CH2:12][CH2:13][OH:14])[S:7][C:8]=1[Cl:11]. (2) Given the reactants [C:1]1(B(O)O)[CH:6]=[CH:5][CH:4]=[CH:3][CH:2]=1.[F:10][C:11]1[CH:12]=[CH:13][C:14]2[N:15]([C:17](I)=[C:18]([C@@H:20]([NH:22][C:23](=[O:32])[O:24][CH2:25][C:26]3[CH:31]=[CH:30][CH:29]=[CH:28][CH:27]=3)[CH3:21])[N:19]=2)[CH:16]=1.C(=O)([O-])[O-].[Na+].[Na+].C(Cl)Cl, predict the reaction product. The product is: [F:10][C:11]1[CH:12]=[CH:13][C:14]2[N:15]([C:17]([C:1]3[CH:6]=[CH:5][CH:4]=[CH:3][CH:2]=3)=[C:18]([C@@H:20]([NH:22][C:23](=[O:32])[O:24][CH2:25][C:26]3[CH:31]=[CH:30][CH:29]=[CH:28][CH:27]=3)[CH3:21])[N:19]=2)[CH:16]=1. (3) Given the reactants [NH2:1][C:2]1[C:3]([OH:9])=[N:4][CH:5]=[CH:6][C:7]=1[Cl:8].Cl[CH2:11][C:12](Cl)=[O:13].C(=O)([O-])[O-].[K+].[K+].O, predict the reaction product. The product is: [Cl:8][C:7]1[C:2]2[NH:1][C:12](=[O:13])[CH2:11][O:9][C:3]=2[N:4]=[CH:5][CH:6]=1. (4) The product is: [OH:23][CH2:22][CH2:21][N:5]1[C:4]2[CH2:3][C:2]([CH3:19])([CH3:1])[CH2:14][C:13]3=[N:15][NH:16][C:17](=[O:18])[C:10]4[C:11]([C:12]=23)=[C:6]1[CH:7]=[CH:8][CH:9]=4. Given the reactants [CH3:1][C:2]1([CH3:19])[CH2:14][C:13]2=[N:15][NH:16][C:17](=[O:18])[C:10]3[C:11]4[C:12]2=[C:4]([NH:5][C:6]=4[CH:7]=[CH:8][CH:9]=3)[CH2:3]1.Br[CH2:21][CH2:22][O:23]C1CCCCO1.C([O-])([O-])=O.[K+].[K+].CC1C=CC(S(O)(=O)=O)=CC=1, predict the reaction product. (5) The product is: [CH2:7]([N:14]1[CH2:23][CH2:22][C:21]2[N:20]=[C:19]([O:4][CH:1]([CH3:3])[CH3:2])[CH:18]=[CH:17][C:16]=2[CH2:15]1)[C:8]1[CH:9]=[CH:10][CH:11]=[CH:12][CH:13]=1. Given the reactants [CH:1]([OH:4])([CH3:3])[CH3:2].[H-].[Na+].[CH2:7]([N:14]1[CH2:23][CH2:22][C:21]2[N:20]=[C:19](Cl)[CH:18]=[CH:17][C:16]=2[CH2:15]1)[C:8]1[CH:13]=[CH:12][CH:11]=[CH:10][CH:9]=1.O, predict the reaction product.